From a dataset of Tyrosyl-DNA phosphodiesterase HTS with 341,365 compounds. Binary Classification. Given a drug SMILES string, predict its activity (active/inactive) in a high-throughput screening assay against a specified biological target. (1) The molecule is O=C(Nc1ccc(OCC)cc1)CCc1c(n2nc(nc2nc1C)c1cc(OC)cc(OC)c1)C. The result is 0 (inactive). (2) The molecule is O=c1n(CC(C)C)c(N)c(c(=O)n1C)C(=O)COC(=O)c1oc([N+]([O-])=O)cc1. The result is 0 (inactive). (3) The compound is s1c2c(NC(NC2=O)c2ccccc2)c2c(c(c(nc12)C)C(=O)C)c1ccc(OC)cc1. The result is 0 (inactive). (4) The drug is o1c(c(C(=O)N(CC(=O)Nc2cc(OCC)c(OCC)cc2)C)cc1C)C. The result is 0 (inactive). (5) The compound is O=c1n(CC(=O)NCc2occc2)cnc2n(nnc12)Cc1ccc(cc1)C. The result is 0 (inactive). (6) The compound is Brc1ccc(S(=O)(=O)CCC(=O)NCc2ccc(cc2)C)cc1. The result is 1 (active). (7) The molecule is O=C1c2c(n(c(c2)C)c2ccc(cc2)C)CCC1. The result is 0 (inactive). (8) The compound is O1C(C2OC(CC2)CO)CCC1CN(C(c1ccc(OC)cc1)C(=O)NC(C)(C)C)C(=O)c1ccccc1. The result is 0 (inactive). (9) The compound is FC(F)(F)c1n2nc(C(=O)N3CCCC3)cc2nc(c1)c1ccc(OC)cc1. The result is 0 (inactive). (10) The molecule is Clc1c(C(=O)N2CCN(CC2)c2ccc(OC)cc2)ccc(c1)C. The result is 0 (inactive).